From a dataset of Reaction yield outcomes from USPTO patents with 853,638 reactions. Predict the reaction yield, written as a fraction of the theoretical maximum amount of product (1.0 means a 100% yield; for example, 0.34 means a 34% yield). The reactants are [CH3:1][N:2](C=O)C.CI.CN(C)[CH2:10][C:11]1[C:19]2[C:14](=[CH:15][C:16]([N+:20]([O-:22])=[O:21])=[CH:17][CH:18]=2)[NH:13][CH:12]=1.[C-]#N.[K+]. The catalyst is O.C1COCC1. The product is [N+:20]([C:16]1[CH:15]=[C:14]2[C:19]([C:11]([CH2:10][C:1]#[N:2])=[CH:12][NH:13]2)=[CH:18][CH:17]=1)([O-:22])=[O:21]. The yield is 0.360.